Dataset: Catalyst prediction with 721,799 reactions and 888 catalyst types from USPTO. Task: Predict which catalyst facilitates the given reaction. (1) Reactant: [CH3:1][N:2]([C:10]1[CH:11]=[N:12][CH:13]=[CH:14][CH:15]=1)[C:3]1[CH:8]=[CH:7][CH:6]=[C:5]([NH2:9])[CH:4]=1.CCN(C(C)C)C(C)C.[Cl:25][C:26]1[CH:27]=[C:28]([CH:32]=[CH:33][CH:34]=1)[C:29](Cl)=[O:30]. Product: [Cl:25][C:26]1[CH:27]=[C:28]([CH:32]=[CH:33][CH:34]=1)[C:29]([NH:9][C:5]1[CH:6]=[CH:7][CH:8]=[C:3]([N:2]([CH3:1])[C:10]2[CH:11]=[N:12][CH:13]=[CH:14][CH:15]=2)[CH:4]=1)=[O:30]. The catalyst class is: 2. (2) Reactant: [C:1]([O:4][C:5]1[CH:6]=[C:7]2[C:12](=[CH:13][C:14]=1[O:15][CH3:16])[N:11]=[CH:10][NH:9][C:8]2=O)(=[O:3])[CH3:2].S(Cl)([Cl:20])=O. Product: [C:1]([O:4][C:5]1[CH:6]=[C:7]2[C:12](=[CH:13][C:14]=1[O:15][CH3:16])[N:11]=[CH:10][N:9]=[C:8]2[Cl:20])(=[O:3])[CH3:2]. The catalyst class is: 3. (3) Reactant: [CH3:1][O:2][C:3]1[CH:4]=[C:5]2[C:10](=[CH:11][C:12]=1[O:13][CH3:14])[N:9]=[CH:8][CH:7]=[C:6]2[O:15][C:16]1[CH:22]=[CH:21][C:19]([NH2:20])=[C:18]([CH3:23])[C:17]=1[CH3:24].Cl[C:26](Cl)([O:28]C(=O)OC(Cl)(Cl)Cl)Cl.[C:37]1([CH:43]([OH:46])[CH2:44][CH3:45])[CH:42]=[CH:41][CH:40]=[CH:39][CH:38]=1.C(=O)(O)[O-].[Na+]. Product: [CH3:1][O:2][C:3]1[CH:4]=[C:5]2[C:10](=[CH:11][C:12]=1[O:13][CH3:14])[N:9]=[CH:8][CH:7]=[C:6]2[O:15][C:16]1[CH:22]=[CH:21][C:19]([NH:20][C:26](=[O:28])[O:46][CH:43]([C:37]2[CH:42]=[CH:41][CH:40]=[CH:39][CH:38]=2)[CH2:44][CH3:45])=[C:18]([CH3:23])[C:17]=1[CH3:24]. The catalyst class is: 208.